This data is from Full USPTO retrosynthesis dataset with 1.9M reactions from patents (1976-2016). The task is: Predict the reactants needed to synthesize the given product. Given the product [CH3:29][S:30]([O:8][C:9]1[CH:14]=[CH:13][CH:12]=[C:11]([C:15]2([C:23]3[CH:28]=[CH:27][CH:26]=[CH:25][CH:24]=3)[C:16](=[O:22])[N:17]([CH3:21])[C:18](=[S:20])[NH:19]2)[CH:10]=1)(=[O:32])=[O:31], predict the reactants needed to synthesize it. The reactants are: C(N(CC)CC)C.[OH:8][C:9]1[CH:10]=[C:11]([C:15]2([C:23]3[CH:28]=[CH:27][CH:26]=[CH:25][CH:24]=3)[NH:19][C:18](=[S:20])[N:17]([CH3:21])[C:16]2=[O:22])[CH:12]=[CH:13][CH:14]=1.[CH3:29][S:30](Cl)(=[O:32])=[O:31].